From a dataset of Reaction yield outcomes from USPTO patents with 853,638 reactions. Predict the reaction yield, written as a fraction of the theoretical maximum amount of product (1.0 means a 100% yield; for example, 0.34 means a 34% yield). (1) The product is [Cl:1][C:2]1[CH:3]=[CH:4][C:5]([C:8]2[C:12]([CH2:13][O:14][C:15]3[CH:23]=[CH:22][C:18]([C:19]([NH:24][CH2:25][C:26]([CH3:30])([CH3:29])[CH2:27][OH:28])=[O:21])=[CH:17][N:16]=3)=[CH:11][O:10][N:9]=2)=[CH:6][CH:7]=1. No catalyst specified. The reactants are [Cl:1][C:2]1[CH:7]=[CH:6][C:5]([C:8]2[C:12]([CH2:13][O:14][C:15]3[CH:23]=[CH:22][C:18]([C:19]([OH:21])=O)=[CH:17][N:16]=3)=[CH:11][O:10][N:9]=2)=[CH:4][CH:3]=1.[NH2:24][CH2:25][C:26]([CH3:30])([CH3:29])[CH2:27][OH:28]. The yield is 0.600. (2) The yield is 0.700. The product is [Cl:20][C:18]1[N:19]=[C:15]([NH:7][CH2:8][C:9]2[CH:14]=[CH:13][N:12]=[CH:11][CH:10]=2)[S:16][C:17]=1[CH2:21][C:22]1[C:30]2[C:25](=[N:26][CH:27]=[CH:28][CH:29]=2)[NH:24][CH:23]=1. The reactants are C(OC(=O)[N:7]([C:15]1[S:16][C:17]([CH2:21][C:22]2[C:30]3[C:25](=[N:26][CH:27]=[CH:28][CH:29]=3)[NH:24][CH:23]=2)=[C:18]([Cl:20])[N:19]=1)[CH2:8][C:9]1[CH:14]=[CH:13][N:12]=[CH:11][CH:10]=1)(C)(C)C.Cl.C(=O)(O)[O-].[Na+]. The catalyst is ClCCl. (3) The reactants are C1(P(C2CCCCC2)C2C=CC=CC=2C2C=CC=CC=2N(C)C)CCCCC1.CC(C)([O-])C.[K+].[NH:35]1[CH2:40][CH2:39][O:38][CH2:37][CH2:36]1.Br[C:42]1[CH:47]=[C:46]([CH3:48])[C:45]([NH2:49])=[C:44]([O:50][CH3:51])[CH:43]=1. The catalyst is C1C=CC(/C=C/C(/C=C/C2C=CC=CC=2)=O)=CC=1.C1C=CC(/C=C/C(/C=C/C2C=CC=CC=2)=O)=CC=1.[Pd].C1(C)C=CC=CC=1. The product is [CH3:51][O:50][C:44]1[CH:43]=[C:42]([N:35]2[CH2:40][CH2:39][O:38][CH2:37][CH2:36]2)[CH:47]=[C:46]([CH3:48])[C:45]=1[NH2:49]. The yield is 0.290.